Dataset: Forward reaction prediction with 1.9M reactions from USPTO patents (1976-2016). Task: Predict the product of the given reaction. (1) Given the reactants CS(O[CH2:6][CH2:7][C:8]1[CH:13]=[CH:12][C:11]([NH:14][C:15]2[N:24]=[CH:23][C:22]3[CH2:21][CH:20]([C:25]4[CH:30]=[CH:29][C:28]([F:31])=[C:27]([F:32])[CH:26]=4)[C:19]4[CH:33]=[CH:34][CH:35]=[CH:36][C:18]=4[C:17]=3[N:16]=2)=[CH:10][CH:9]=1)(=O)=O.[CH3:37][O:38][CH2:39][CH2:40][N:41]1[CH2:46][CH2:45][NH:44][CH2:43][CH2:42]1, predict the reaction product. The product is: [F:32][C:27]1[CH:26]=[C:25]([CH:20]2[C:19]3[CH:33]=[CH:34][CH:35]=[CH:36][C:18]=3[C:17]3[N:16]=[C:15]([NH:14][C:11]4[CH:10]=[CH:9][C:8]([CH2:7][CH2:6][N:44]5[CH2:45][CH2:46][N:41]([CH2:40][CH2:39][O:38][CH3:37])[CH2:42][CH2:43]5)=[CH:13][CH:12]=4)[N:24]=[CH:23][C:22]=3[CH2:21]2)[CH:30]=[CH:29][C:28]=1[F:31]. (2) Given the reactants [CH3:1][O:2][C:3]1[CH:12]=[C:11]2[C:6]([CH2:7][CH2:8][NH:9][C:10]2=[O:13])=[CH:5][CH:4]=1.I[C:15]1[CH:16]=[N:17][CH:18]=[CH:19][C:20]=1[CH3:21].P([O-])([O-])([O-])=O.[K+].[K+].[K+], predict the reaction product. The product is: [CH3:1][O:2][C:3]1[CH:12]=[C:11]2[C:6]([CH2:7][CH2:8][N:9]([C:15]3[CH:16]=[N:17][CH:18]=[CH:19][C:20]=3[CH3:21])[C:10]2=[O:13])=[CH:5][CH:4]=1. (3) Given the reactants [H-].[Al+3].[Li+].[H-].[H-].[H-].[Cl-].[Al+3].[Cl-].[Cl-].[CH3:11][O:12][C:13]1[CH:18]=[CH:17][C:16]([N:19]2[CH2:24][CH2:23][N:22]([C:25]3[C:26]([CH3:39])=[C:27]([CH3:38])[C:28]4[O:32][C:31]([CH3:34])([CH3:33])[C:30](=O)[C:29]=4[C:36]=3[CH3:37])[CH2:21][CH2:20]2)=[CH:15][CH:14]=1.[OH-].[Na+], predict the reaction product. The product is: [CH3:11][O:12][C:13]1[CH:14]=[CH:15][C:16]([N:19]2[CH2:24][CH2:23][N:22]([C:25]3[C:26]([CH3:39])=[C:27]([CH3:38])[C:28]4[O:32][C:31]([CH3:33])([CH3:34])[CH2:30][C:29]=4[C:36]=3[CH3:37])[CH2:21][CH2:20]2)=[CH:17][CH:18]=1. (4) Given the reactants [C:1]([C@@:4]1([OH:28])[CH2:21][C@H:20]([OH:22])[C:19]2[C:18]([OH:23])=[C:17]3[C:8]([C:9](=[O:26])[C:10]4[CH:11]=[CH:12][CH:13]=[C:14]([NH2:25])[C:15]=4[C:16]3=[O:24])=[C:7]([OH:27])[C:6]=2[CH2:5]1)(=[O:3])[CH3:2].[F:29][C:30]([F:41])([F:40])[C:31](O[C:31](=[O:32])[C:30]([F:41])([F:40])[F:29])=[O:32], predict the reaction product. The product is: [C:1]([C@@:4]1([OH:28])[CH2:21][C@H:20]([OH:22])[C:19]2[C:18]([OH:23])=[C:17]3[C:8]([C:9](=[O:26])[C:10]4[CH:11]=[CH:12][CH:13]=[C:14]([NH:25][C:31](=[O:32])[C:30]([F:41])([F:40])[F:29])[C:15]=4[C:16]3=[O:24])=[C:7]([OH:27])[C:6]=2[CH2:5]1)(=[O:3])[CH3:2]. (5) The product is: [CH:39]1([CH2:42][N:43]([C:53]2[CH:58]=[CH:57][CH:56]=[C:55]([C:59]([OH:66])([C:62]([F:63])([F:64])[F:65])[C:60]#[C:61][C:2]3[CH:7]=[CH:6][C:5]([S:8]([CH:11]([CH3:13])[CH3:12])(=[O:10])=[O:9])=[CH:4][CH:3]=3)[CH:54]=2)[S:44]([C:47]2[CH:48]=[CH:49][CH:50]=[CH:51][CH:52]=2)(=[O:45])=[O:46])[CH2:41][CH2:40]1. Given the reactants I[C:2]1[CH:7]=[CH:6][C:5]([S:8]([CH:11]([CH3:13])[CH3:12])(=[O:10])=[O:9])=[CH:4][CH:3]=1.C1(P(C2C=CC=CC=2)C2C=CC=CC=2)C=CC=CC=1.C([O-])([O-])=O.[K+].[K+].[CH:39]1([CH2:42][N:43]([C:53]2[CH:58]=[CH:57][CH:56]=[C:55]([C:59]([OH:66])([C:62]([F:65])([F:64])[F:63])[C:60]#[CH:61])[CH:54]=2)[S:44]([C:47]2[CH:52]=[CH:51][CH:50]=[CH:49][CH:48]=2)(=[O:46])=[O:45])[CH2:41][CH2:40]1, predict the reaction product. (6) Given the reactants [CH3:1][C:2]1[O:3][C:4]2[C:9]([C:10](=[O:12])[CH:11]=1)=[CH:8][CH:7]=[CH:6][C:5]=2[CH:13]=O.[CH3:15][C:16](=O)[CH2:17][C:18](=[O:20])[CH3:19].[NH2:22]/[C:23](/[CH3:30])=[CH:24]\[C:25]([O:27][CH2:28][CH3:29])=[O:26].C(O)(=O)C, predict the reaction product. The product is: [C:18]([C:17]1[CH:13]([C:5]2[CH:6]=[CH:7][CH:8]=[C:9]3[C:4]=2[O:3][C:2]([CH3:1])=[CH:11][C:10]3=[O:12])[C:24]([C:25]([O:27][CH2:28][CH3:29])=[O:26])=[C:23]([CH3:30])[NH:22][C:16]=1[CH3:15])(=[O:20])[CH3:19]. (7) The product is: [Br:1][C:2]1[CH:3]=[C:4]2[C:8](=[CH:9][CH:10]=1)[C:7]1([O:16][C:25](=[O:27])[N:15]=[C:11]1[O:12][CH2:13][CH3:14])[CH2:6][CH2:5]2. Given the reactants [Br:1][C:2]1[CH:3]=[C:4]2[C:8](=[CH:9][CH:10]=1)[C:7]([OH:16])([C:11](=[NH:15])[O:12][CH2:13][CH3:14])[CH2:6][CH2:5]2.CCN(CC)CC.Cl[C:25](Cl)([O:27]C(=O)OC(Cl)(Cl)Cl)Cl, predict the reaction product. (8) The product is: [CH:23]([N:15]1[C:16]2[C:21](=[CH:20][C:19]([Cl:22])=[CH:18][CH:17]=2)[C:13]([CH2:12][CH2:11][NH:10][C:7]2[CH:8]=[CH:9][C:4]([C:3]([OH:39])=[O:2])=[CH:5][CH:6]=2)=[C:14]1[CH2:36][CH2:37][NH:38][S:48]([C:43]1[CH:44]=[CH:45][CH:46]=[CH:47][C:42]=1[O:41][CH3:40])(=[O:50])=[O:49])([C:24]1[CH:25]=[CH:26][CH:27]=[CH:28][CH:29]=1)[C:30]1[CH:31]=[CH:32][CH:33]=[CH:34][CH:35]=1. Given the reactants C[O:2][C:3](=[O:39])[C:4]1[CH:9]=[CH:8][C:7]([NH:10][CH2:11][CH2:12][C:13]2[C:21]3[C:16](=[CH:17][CH:18]=[C:19]([Cl:22])[CH:20]=3)[N:15]([CH:23]([C:30]3[CH:35]=[CH:34][CH:33]=[CH:32][CH:31]=3)[C:24]3[CH:29]=[CH:28][CH:27]=[CH:26][CH:25]=3)[C:14]=2[CH2:36][CH2:37][NH2:38])=[CH:6][CH:5]=1.[CH3:40][O:41][C:42]1[CH:47]=[CH:46][CH:45]=[CH:44][C:43]=1[S:48](Cl)(=[O:50])=[O:49], predict the reaction product.